This data is from Catalyst prediction with 721,799 reactions and 888 catalyst types from USPTO. The task is: Predict which catalyst facilitates the given reaction. (1) Reactant: [Br:1][C:2]1[CH:15]=[C:14]([N+:16]([O-])=O)[C:13]2[C:12]3[C:7](=[CH:8][C:9]([Br:19])=[CH:10][CH:11]=3)[CH2:6][CH2:5][C:4]=2[CH:3]=1.C1(P(C2C=CC=CC=2)C2C=CC=CC=2)C=CC=CC=1. Product: [Br:1][C:2]1[CH:3]=[C:4]2[CH2:5][CH2:6][C:7]3=[CH:8][C:9]([Br:19])=[CH:10][C:11]4[NH:16][C:14]([CH:15]=1)=[C:13]2[C:12]=43. The catalyst class is: 262. (2) Reactant: CC(OI1(OC(C)=O)(OC(C)=O)OC(=O)C2C=CC=CC1=2)=O.[Cl:23][C:24]1[CH:29]=[CH:28][CH:27]=[CH:26][C:25]=1[CH2:30][N:31]1[CH:35]=[C:34]([C:36]2[CH:41]=[C:40]([CH2:42][OH:43])[CH:39]=[CH:38][N:37]=2)[N:33]=[CH:32]1.[OH-].[Na+]. Product: [Cl:23][C:24]1[CH:29]=[CH:28][CH:27]=[CH:26][C:25]=1[CH2:30][N:31]1[CH:35]=[C:34]([C:36]2[CH:41]=[C:40]([CH:42]=[O:43])[CH:39]=[CH:38][N:37]=2)[N:33]=[CH:32]1. The catalyst class is: 1.